From a dataset of Peptide-MHC class I binding affinity with 185,985 pairs from IEDB/IMGT. Regression. Given a peptide amino acid sequence and an MHC pseudo amino acid sequence, predict their binding affinity value. This is MHC class I binding data. (1) The peptide sequence is AVTAALHRK. The MHC is HLA-A02:06 with pseudo-sequence HLA-A02:06. The binding affinity (normalized) is 0.0847. (2) The peptide sequence is KICEYIRSY. The MHC is HLA-B40:01 with pseudo-sequence HLA-B40:01. The binding affinity (normalized) is 0.0847. (3) The peptide sequence is ITPNNLNKI. The MHC is HLA-A03:01 with pseudo-sequence HLA-A03:01. The binding affinity (normalized) is 0. (4) The binding affinity (normalized) is 0.0559. The peptide sequence is AFASLQDML. The MHC is HLA-A01:01 with pseudo-sequence HLA-A01:01. (5) The peptide sequence is ALFSGVSWI. The MHC is HLA-A02:17 with pseudo-sequence HLA-A02:17. The binding affinity (normalized) is 0.429. (6) The peptide sequence is GTSITQKGII. The MHC is HLA-B57:01 with pseudo-sequence HLA-B57:01. The binding affinity (normalized) is 0.155. (7) The binding affinity (normalized) is 0. The peptide sequence is WKFDSRLAF. The MHC is HLA-A11:01 with pseudo-sequence HLA-A11:01. (8) The peptide sequence is EEDAAVDDL. The MHC is HLA-B35:01 with pseudo-sequence HLA-B35:01. The binding affinity (normalized) is 0.0847.